Dataset: Full USPTO retrosynthesis dataset with 1.9M reactions from patents (1976-2016). Task: Predict the reactants needed to synthesize the given product. Given the product [CH2:1]([O:8][C:9]1[CH:14]=[CH:13][C:12]([CH2:15][CH2:16][O:17][CH:22]2[CH2:23][CH2:24][CH2:25][CH2:26][O:21]2)=[CH:11][C:10]=1[N+:18]([O-:20])=[O:19])[C:2]1[CH:3]=[CH:4][CH:5]=[CH:6][CH:7]=1, predict the reactants needed to synthesize it. The reactants are: [CH2:1]([O:8][C:9]1[CH:14]=[CH:13][C:12]([CH2:15][CH2:16][OH:17])=[CH:11][C:10]=1[N+:18]([O-:20])=[O:19])[C:2]1[CH:7]=[CH:6][CH:5]=[CH:4][CH:3]=1.[O:21]1[CH:26]=[CH:25][CH2:24][CH2:23][CH2:22]1.